Dataset: Reaction yield outcomes from USPTO patents with 853,638 reactions. Task: Predict the reaction yield, written as a fraction of the theoretical maximum amount of product (1.0 means a 100% yield; for example, 0.34 means a 34% yield). (1) The reactants are N[C:2]1[C:7]([N+:8]([O-:10])=[O:9])=[CH:6][CH:5]=[CH:4][C:3]=1[OH:11].N([O-])=O.[Na+].[ClH:16]. The catalyst is O1CCOCC1.O. The product is [Cl:16][C:2]1[C:7]([N+:8]([O-:10])=[O:9])=[CH:6][CH:5]=[CH:4][C:3]=1[OH:11]. The yield is 0.480. (2) The reactants are [S:1]1[C:5]2[CH:6]=[CH:7][CH:8]=[CH:9][C:4]=2[N:3]=[C:2]1[S:10][CH2:11][C:12]([OH:14])=O.[NH:15]1[CH2:21][CH2:20][CH2:19][CH2:18][C:17]2[CH:22]=[CH:23][CH:24]=[CH:25][C:16]1=2. No catalyst specified. The product is [S:1]1[C:5]2[CH:6]=[CH:7][CH:8]=[CH:9][C:4]=2[N:3]=[C:2]1[S:10][CH2:11][C:12]([N:15]1[CH2:21][CH2:20][CH2:19][CH2:18][C:17]2[CH:22]=[CH:23][CH:24]=[CH:25][C:16]1=2)=[O:14]. The yield is 0.230. (3) The reactants are [NH2:1][CH2:2][CH2:3][O:4][CH:5]([C:17]1[CH:22]=[CH:21][CH:20]=[C:19]([Cl:23])[CH:18]=1)[CH2:6][CH2:7][N:8]([CH3:16])[C:9](=[O:15])[O:10][C:11]([CH3:14])([CH3:13])[CH3:12].CCN(CC)CC.Cl[C:32]([O:34][CH3:35])=[O:33]. The catalyst is CN(C1C=CN=CC=1)C.C(Cl)Cl. The product is [CH3:35][O:34][C:32]([NH:1][CH2:2][CH2:3][O:4][CH:5]([C:17]1[CH:22]=[CH:21][CH:20]=[C:19]([Cl:23])[CH:18]=1)[CH2:6][CH2:7][N:8]([CH3:16])[C:9](=[O:15])[O:10][C:11]([CH3:14])([CH3:12])[CH3:13])=[O:33]. The yield is 0.400. (4) The reactants are [F:1][C:2]([F:19])([F:18])[O:3][C:4]1[CH:17]=[CH:16][C:7]([O:8][C:9]2[CH:15]=[CH:14][C:12](N)=[CH:11][CH:10]=2)=[CH:6][CH:5]=1.OS(O)(=O)=O.N([O-])=O.[Na+].[I-:29].[Na+]. The catalyst is COCCOC.O.CCOC(C)=O. The product is [I:29][C:12]1[CH:14]=[CH:15][C:9]([O:8][C:7]2[CH:16]=[CH:17][C:4]([O:3][C:2]([F:19])([F:18])[F:1])=[CH:5][CH:6]=2)=[CH:10][CH:11]=1. The yield is 0.670. (5) The reactants are [Cl:1][C:2]1[C:3]([N:12]2[CH:16]=[C:15]([C:17](OC)=[O:18])[C:14]([CH3:21])=[N:13]2)=[N:4][CH:5]=[C:6]([C:8]([F:11])([F:10])[F:9])[CH:7]=1.[H-].C([Al+]CC(C)C)C(C)C.Cl. The catalyst is O1CCCC1. The product is [Cl:1][C:2]1[C:3]([N:12]2[CH:16]=[C:15]([CH:17]=[O:18])[C:14]([CH3:21])=[N:13]2)=[N:4][CH:5]=[C:6]([C:8]([F:10])([F:11])[F:9])[CH:7]=1. The yield is 0.270. (6) The reactants are C([O:3][C:4]([C:6]1[C:7]([C:12]2[CH:17]=[CH:16][C:15]([F:18])=[C:14]([F:19])[CH:13]=2)=[N:8][O:9][C:10]=1[CH3:11])=O)C.C(OC(C1C(C2C=CC=C(F)C=2)=NOC=1C)=O)C. No catalyst specified. The product is [F:19][C:14]1[CH:13]=[C:12]([C:7]2[C:6]([CH2:4][OH:3])=[C:10]([CH3:11])[O:9][N:8]=2)[CH:17]=[CH:16][C:15]=1[F:18]. The yield is 0.480.